Dataset: Forward reaction prediction with 1.9M reactions from USPTO patents (1976-2016). Task: Predict the product of the given reaction. Given the reactants OC1C=CC(C(C2C=CC(O)=CC=2)(C)C)=CC=1.ClCCOCCCl.C([O-])([O-])=O.[K+].[K+].[N+]([C:34]1[CH:35]=[C:36]([C:42]#[N:43])[C:37](=[CH:40][CH:41]=1)[C:38]#[N:39])([O-])=O.Cl, predict the reaction product. The product is: [C:42](#[N:43])[C:36]1[C:37](=[CH:40][CH:41]=[CH:34][CH:35]=1)[C:38]#[N:39].